From a dataset of Reaction yield outcomes from USPTO patents with 853,638 reactions. Predict the reaction yield, written as a fraction of the theoretical maximum amount of product (1.0 means a 100% yield; for example, 0.34 means a 34% yield). (1) The reactants are FC(F)(F)C([NH:5][C:6]1[CH:15]=[CH:14][C:13]2[C:8](=[CH:9][CH:10]=[C:11]([F:17])[C:12]=2[OH:16])[CH:7]=1)=O.[OH-].[Na+].N1C=CN=C1.[C:27]([Si:31](Cl)([CH3:33])[CH3:32])([CH3:30])([CH3:29])[CH3:28]. The catalyst is CO. The product is [Si:31]([O:16][C:12]1[C:11]([F:17])=[CH:10][CH:9]=[C:8]2[C:13]=1[CH:14]=[CH:15][C:6]([NH2:5])=[CH:7]2)([C:27]([CH3:30])([CH3:29])[CH3:28])([CH3:33])[CH3:32]. The yield is 0.720. (2) The reactants are [Cl:1][C:2]1[NH:3][C:4]2[C:9]([C:10]=1[CH:11]=[O:12])=[CH:8][CH:7]=[CH:6][CH:5]=2.[OH:13][CH2:14][C:15]1[CH:16]=[C:17](B(O)O)[CH:18]=[CH:19][CH:20]=1. No catalyst specified. The product is [Cl:1][C:2]1[N:3]([C:19]2[CH:18]=[CH:17][CH:16]=[C:15]([CH2:14][OH:13])[CH:20]=2)[C:4]2[C:9]([C:10]=1[CH:11]=[O:12])=[CH:8][CH:7]=[CH:6][CH:5]=2. The yield is 0.170. (3) The reactants are Br[C:2]1[CH:14]=[CH:13][C:5]2[NH:6][C:7](=[O:12])[O:8][C:9]([CH3:11])([CH3:10])[C:4]=2[CH:3]=1.[Li]CCCC.CCCCCC.[B:26](OC(C)C)([O:31]C(C)C)[O:27]C(C)C. The catalyst is C1COCC1. The product is [CH3:10][C:9]1([CH3:11])[C:4]2[CH:3]=[C:2]([B:26]([OH:31])[OH:27])[CH:14]=[CH:13][C:5]=2[NH:6][C:7](=[O:12])[O:8]1. The yield is 0.810. (4) The reactants are [C:1](Cl)(=[O:6])[C:2]([CH3:5])([CH3:4])[CH3:3].[Br:8][C:9]([F:13])([F:12])[CH2:10][OH:11].C(OC(C)C)(C)C.C(N(CC)CC)C.Cl. The catalyst is O. The product is [C:1]([O:11][CH2:10][C:9]([Br:8])([F:13])[F:12])(=[O:6])[C:2]([CH3:5])([CH3:4])[CH3:3]. The yield is 0.820. (5) The reactants are N#N.[N:3]12[CH2:11][CH2:10][CH:7]([CH2:8][CH2:9]1)[NH:6][CH2:5][CH2:4]2.[Br:12][C:13]1[CH:18]=[CH:17][C:16]([N:19]=[C:20]=[O:21])=[CH:15][CH:14]=1.Cl. The product is [Br:12][C:13]1[CH:18]=[CH:17][C:16]([NH:19][C:20]([N:6]2[CH:7]3[CH2:10][CH2:11][N:3]([CH2:9][CH2:8]3)[CH2:4][CH2:5]2)=[O:21])=[CH:15][CH:14]=1. The catalyst is C1COCC1.CO. The yield is 0.630. (6) The reactants are FC(F)(F)[C:3]1[N:16]=[C:15]2[C:17]3=[C:18]4[C:8]([N:9]=[C:10](C(F)(F)F)[N:11]=[C:12]4[CH:13]=[C:14]2Br)=[C:7](Br)[CH:6]=[C:5]3[N:4]=1.[C:27]([C:29]1[CH:34]=[CH:33][C:32](B(O)O)=[CH:31][CH:30]=1)#[N:28].C(=O)([O-])[O-].[Cs+].[Cs+]. The catalyst is C1C=CC(P(C2C=CC=CC=2)[C-]2C=CC=C2)=CC=1.C1C=CC(P(C2C=CC=CC=2)[C-]2C=CC=C2)=CC=1.Cl[Pd]Cl.[Fe+2]. The product is [C:27]([C:29]1[CH:34]=[CH:33][C:32]([C:7]2[C:8]3[C:18]4[C:12](=[CH:13][C:14]([C:13]5[CH:12]=[CH:18][C:17]([C:5]#[N:4])=[CH:15][CH:14]=5)=[C:15]5[C:17]=4[C:5]([CH:6]=2)=[N:4][CH:3]=[N:16]5)[N:11]=[CH:10][N:9]=3)=[CH:31][CH:30]=1)#[N:28]. The yield is 0.600. (7) The reactants are [N:1]1[S:2][N:3]=[C:4]2[CH:9]=[C:8]([C:10]3[O:14][C:13]([CH3:16])([CH3:15])[C:12](=[O:17])[CH:11]=3)[CH:7]=[CH:6][C:5]=12.C1C(=O)N([Br:25])C(=O)C1. The catalyst is C(Cl)(Cl)Cl.C(Cl)Cl. The product is [N:1]1[S:2][N:3]=[C:4]2[CH:9]=[C:8]([C:10]3[O:14][C:13]([CH3:15])([CH3:16])[C:12](=[O:17])[C:11]=3[Br:25])[CH:7]=[CH:6][C:5]=12. The yield is 0.690.